Predict the reactants needed to synthesize the given product. From a dataset of Full USPTO retrosynthesis dataset with 1.9M reactions from patents (1976-2016). Given the product [C:1]([C:3]1[CH:4]=[CH:5][C:6]([C:9]2[CH2:14][CH2:13][N:12]([C:15]([O:17][C:18]([CH3:21])([CH3:20])[CH3:19])=[O:16])[CH2:11][CH:10]=2)=[CH:7][CH:8]=1)#[N:2], predict the reactants needed to synthesize it. The reactants are: [C:1]([C:3]1[CH:8]=[CH:7][C:6]([C:9]2(O)[CH2:14][CH2:13][N:12]([C:15]([O:17][C:18]([CH3:21])([CH3:20])[CH3:19])=[O:16])[CH2:11][CH2:10]2)=[CH:5][CH:4]=1)#[N:2].O=P(Cl)(Cl)Cl.